This data is from Catalyst prediction with 721,799 reactions and 888 catalyst types from USPTO. The task is: Predict which catalyst facilitates the given reaction. (1) Reactant: [CH3:1][O:2][C:3]1[CH:17]=[CH:16][C:6]([CH2:7][O:8][C:9]2[C:14](=[O:15])[CH:13]=[CH:12][NH:11][CH:10]=2)=[CH:5][CH:4]=1.F[C:19]1[CH:24]=[C:23]([I:25])[CH:22]=[CH:21][N:20]=1.C([O-])([O-])=O.[K+].[K+]. Product: [I:25][C:23]1[CH:22]=[CH:21][N:20]=[C:19]([N:11]2[CH:12]=[CH:13][C:14](=[O:15])[C:9]([O:8][CH2:7][C:6]3[CH:5]=[CH:4][C:3]([O:2][CH3:1])=[CH:17][CH:16]=3)=[CH:10]2)[CH:24]=1. The catalyst class is: 197. (2) Reactant: [C:1]1([C:20]2[CH:25]=[CH:24][CH:23]=[CH:22][CH:21]=2)[CH:6]=[CH:5][CH:4]=[CH:3][C:2]=1[CH2:7][NH:8][C:9]([C:11]1[C:12]2[CH:13]=[CH:14][NH:15][C:16]=2[CH:17]=[CH:18][CH:19]=1)=[O:10].[NH2:26][C:27]1[N:32]=[C:31](Cl)[CH:30]=[CH:29][N:28]=1.NC1N=C(N2C3C(=C(NC(=O)CC4C=CC=C(OC)C=4)C=CC=3)C=C2)C=CN=1. The catalyst class is: 6. Product: [NH2:26][C:27]1[N:32]=[C:31]([N:15]2[C:16]3[CH:17]=[CH:18][CH:19]=[C:11]([C:9]([NH:8][CH2:7][C:2]4[CH:3]=[CH:4][CH:5]=[CH:6][C:1]=4[C:20]4[CH:25]=[CH:24][CH:23]=[CH:22][CH:21]=4)=[O:10])[C:12]=3[CH:13]=[CH:14]2)[CH:30]=[CH:29][N:28]=1. (3) Reactant: [C:1]([O:5][C:6]([N:8]1[CH2:13][CH2:12][C:11]2[O:14][N:15]=[C:16]([C:17]([O:19]CC)=[O:18])[C:10]=2[CH2:9]1)=[O:7])([CH3:4])([CH3:3])[CH3:2].[OH-].[Li+]. Product: [C:1]([O:5][C:6]([N:8]1[CH2:13][CH2:12][C:11]2[O:14][N:15]=[C:16]([C:17]([OH:19])=[O:18])[C:10]=2[CH2:9]1)=[O:7])([CH3:4])([CH3:2])[CH3:3]. The catalyst class is: 14.